Task: Predict the reactants needed to synthesize the given product.. Dataset: Full USPTO retrosynthesis dataset with 1.9M reactions from patents (1976-2016) Given the product [Cl:19][C:20]1[N:25]=[CH:24][C:23]([C:2]2[C:10]3[N:9]4[CH2:11][CH2:12][CH2:13][NH:14][C:15](=[O:16])[C:8]4=[CH:7][C:6]=3[CH:5]=[C:4]([C:17]#[N:18])[CH:3]=2)=[CH:22][CH:21]=1, predict the reactants needed to synthesize it. The reactants are: Br[C:2]1[C:10]2[N:9]3[CH2:11][CH2:12][CH2:13][NH:14][C:15](=[O:16])[C:8]3=[CH:7][C:6]=2[CH:5]=[C:4]([C:17]#[N:18])[CH:3]=1.[Cl:19][C:20]1[N:25]=[CH:24][C:23](B(O)O)=[CH:22][CH:21]=1.